From a dataset of Reaction yield outcomes from USPTO patents with 853,638 reactions. Predict the reaction yield, written as a fraction of the theoretical maximum amount of product (1.0 means a 100% yield; for example, 0.34 means a 34% yield). (1) The reactants are [CH2:1]([O:3][C:4]([C:6]1[N:7]=[N:8][N:9]([CH2:12][C:13]2[CH:18]=[CH:17][C:16]([O:19][CH3:20])=[CH:15][CH:14]=2)[C:10]=1[OH:11])=[O:5])[CH3:2].[CH3:21][Si](C=[N+]=[N-])(C)C. The catalyst is CN(C)C=O.CC([O-])=O.CC([O-])=O.CC([O-])=O.CC([O-])=O.[Rh+2].[Rh+2]. The product is [CH2:1]([O:3][C:4]([C:6]1[N:7]=[N:8][N:9]([CH2:12][C:13]2[CH:14]=[CH:15][C:16]([O:19][CH3:20])=[CH:17][CH:18]=2)[C:10]=1[O:11][CH3:21])=[O:5])[CH3:2]. The yield is 0.550. (2) The reactants are [Cl:1][C:2]1[CH:11]=[C:6]([C:7]([NH:9][NH2:10])=[O:8])[C:5]([OH:12])=[CH:4][CH:3]=1.[F:13][C:14]([F:28])([F:27])[C:15]1[CH:16]=[C:17]([CH:20]=[C:21]([C:23]([F:26])([F:25])[F:24])[CH:22]=1)[CH:18]=O. The catalyst is O. The product is [F:13][C:14]([F:27])([F:28])[C:15]1[CH:16]=[C:17]([CH:20]=[C:21]([C:23]([F:26])([F:24])[F:25])[CH:22]=1)[CH:18]=[N:10][NH:9][C:7](=[O:8])[C:6]1[C:5](=[CH:4][CH:3]=[C:2]([Cl:1])[CH:11]=1)[OH:12]. The yield is 0.768.